From a dataset of Full USPTO retrosynthesis dataset with 1.9M reactions from patents (1976-2016). Predict the reactants needed to synthesize the given product. Given the product [Cl:18][CH2:17][CH2:16][CH2:15][N:12]1[C:13]2[C:9](=[CH:8][CH:7]=[CH:6][C:5]=2[CH2:3][CH3:4])[CH:10]=[CH:11]1, predict the reactants needed to synthesize it. The reactants are: [OH-].[K+].[CH2:3]([C:5]1[CH:6]=[CH:7][CH:8]=[C:9]2[C:13]=1[NH:12][CH:11]=[CH:10]2)[CH3:4].Br[CH2:15][CH2:16][CH2:17][Cl:18].